From a dataset of Catalyst prediction with 721,799 reactions and 888 catalyst types from USPTO. Predict which catalyst facilitates the given reaction. (1) Product: [O:22]=[C:21]1[C:17]2[C:16]3[C:15]4[CH:14]=[CH:13][CH:12]=[CH:11][C:10]=4[NH:9][C:8]=3[CH:7]=[C:6]([CH:5]=[O:4])[C:18]=2[C:19](=[O:42])[N:20]1[C:23]([C:36]1[CH:41]=[CH:40][CH:39]=[CH:38][CH:37]=1)([C:24]1[CH:25]=[CH:26][CH:27]=[CH:28][CH:29]=1)[C:30]1[CH:35]=[CH:34][CH:33]=[CH:32][CH:31]=1. The catalyst class is: 83. Reactant: C([O:4][CH2:5][C:6]1[C:18]2[C:19](=[O:42])[N:20]([C:23]([C:36]3[CH:41]=[CH:40][CH:39]=[CH:38][CH:37]=3)([C:30]3[CH:35]=[CH:34][CH:33]=[CH:32][CH:31]=3)[C:24]3[CH:29]=[CH:28][CH:27]=[CH:26][CH:25]=3)[C:21](=[O:22])[C:17]=2[C:16]2[C:15]3[CH:14]=[CH:13][CH:12]=[CH:11][C:10]=3[NH:9][C:8]=2[CH:7]=1)(=O)C.C(=O)([O-])[O-].[K+].[K+].C(C1C(=O)C(Cl)=C(Cl)C(=O)C=1C#N)#N. (2) Reactant: N[C:2]1[S:3][C:4]2[C:9]([N:10]([CH3:17])[C@H:11]([CH2:14][CH2:15][CH3:16])[CH2:12][OH:13])=[N:8][C:7]([SH:18])=[N:6][C:5]=2[N:19]=1.[ClH:20].N([O-])=O.[Na+]. Product: [Cl:20][C:2]1[S:3][C:4]2[C:9]([N:10]([C@H:11]([CH2:14][CH2:15][CH3:16])[CH2:12][OH:13])[CH3:17])=[N:8][C:7]([S:18][S:18][C:7]3[N:8]=[C:9]([N:10]([C@H:11]([CH2:14][CH2:15][CH3:16])[CH2:12][OH:13])[CH3:17])[C:4]4[S:3][C:2]([Cl:20])=[N:19][C:5]=4[N:6]=3)=[N:6][C:5]=2[N:19]=1. The catalyst class is: 47. (3) Reactant: [H-].C([Al+]CC(C)C)C(C)C.[Cl:11][C:12]1[CH:13]=[C:14]([CH2:19][CH2:20][NH:21][C:22]([C:24]2[CH:29]=[CH:28][C:27]([C:30]([CH3:33])([CH3:32])[CH3:31])=[CH:26][N:25]=2)=O)[CH:15]=[CH:16][C:17]=1[Cl:18].O. Product: [C:30]([C:27]1[CH:28]=[CH:29][C:24]([CH2:22][NH:21][CH2:20][CH2:19][C:14]2[CH:15]=[CH:16][C:17]([Cl:18])=[C:12]([Cl:11])[CH:13]=2)=[N:25][CH:26]=1)([CH3:33])([CH3:31])[CH3:32]. The catalyst class is: 1. (4) Reactant: C(OC([N:8]1[C:17]2[C:12](=[CH:13][CH:14]=[CH:15][CH:16]=2)[N:11]([C:18]2[CH:23]=[CH:22][C:21]([N:24]3[CH2:29][CH2:28][N:27]([CH2:30][CH:31]([CH3:33])[CH3:32])[CH2:26][CH2:25]3)=[CH:20][N:19]=2)[CH2:10][CH2:9]1)=O)(C)(C)C.Cl.O1CCOCC1.[OH-].[Na+]. Product: [CH2:30]([N:27]1[CH2:28][CH2:29][N:24]([C:21]2[CH:22]=[CH:23][C:18]([N:11]3[C:12]4[C:17](=[CH:16][CH:15]=[CH:14][CH:13]=4)[NH:8][CH2:9][CH2:10]3)=[N:19][CH:20]=2)[CH2:25][CH2:26]1)[CH:31]([CH3:33])[CH3:32]. The catalyst class is: 4. (5) Reactant: [CH3:1][CH2:2][NH:3][C:4]([C@H:6]1[N:10]([C:11]([C@@H:13]([NH:21][C:22]([C@@H:24]([NH:29][C:30]([C@H:32]([NH:37][C:38]([C@@H:40]([NH:49][C:50]([C@@H:52]([NH:55][C:56]([C@@H:58]([NH:69][C:70]([C@@H:72]([NH:79][C:80]([C@H:82]2[NH:87][C:85](=[O:86])[CH2:84][CH2:83]2)=[O:81])[CH2:73][C:74]2[N:78]=[CH:77][NH:76][CH:75]=2)=[O:71])[CH2:59][C:60]2[C:64]3[CH:65]=[CH:66][CH:67]=[CH:68][C:63]=3[NH:62][CH:61]=2)=[O:57])[CH2:53][OH:54])=[O:51])[CH2:41][C:42]2[CH:43]=[CH:44][C:45]([OH:48])=[CH:46][CH:47]=2)=[O:39])[CH2:33][CH:34]([CH3:36])[CH3:35])=[O:31])[CH2:25][CH:26]([CH3:28])[CH3:27])=[O:23])[CH2:14][CH2:15][CH2:16][NH:17][C:18]([NH2:20])=[NH:19])=[O:12])[CH2:9][CH2:8][CH2:7]1)=[O:5].F[C:89](F)(F)[C:90]([O-:92])=[O:91].CCNC([C@H]1N(C([C@@H](NC([C@@H](NC([C@H](NC([C@@H](NC([C@@H](NC([C@@H](NC([C@@H](NC([C@H]2NC(=O)CC2)=O)CC2N=CNC=2)=O)CC2C3C=CC=CC=3NC=2)=O)CO)=O)CC2C=CC(O)=CC=2)=O)CC(C)C)=O)CC(C)C)=O)CCCNC(N)=N)=O)CCC1)=O. Product: [CH3:1][CH2:2][NH:3][C:4]([C@H:6]1[N:10]([C:11]([C@@H:13]([NH:21][C:22]([C@@H:24]([NH:29][C:30]([C@H:32]([NH:37][C:38]([C@@H:40]([NH:49][C:50]([C@@H:52]([NH:55][C:56]([C@@H:58]([NH:69][C:70]([C@@H:72]([NH:79][C:80]([C@H:82]2[NH:87][C:85](=[O:86])[CH2:84][CH2:83]2)=[O:81])[CH2:73][C:74]2[N:78]=[CH:77][NH:76][CH:75]=2)=[O:71])[CH2:59][C:60]2[C:64]3[CH:65]=[CH:66][CH:67]=[CH:68][C:63]=3[NH:62][CH:61]=2)=[O:57])[CH2:53][OH:54])=[O:51])[CH2:41][C:42]2[CH:47]=[CH:46][C:45]([OH:48])=[CH:44][CH:43]=2)=[O:39])[CH2:33][CH:34]([CH3:36])[CH3:35])=[O:31])[CH2:25][CH:26]([CH3:28])[CH3:27])=[O:23])[CH2:14][CH2:15][CH2:16][NH:17][C:18]([NH2:20])=[NH:19])=[O:12])[CH2:9][CH2:8][CH2:7]1)=[O:5].[CH3:89][C:90]([OH:92])=[O:91]. The catalyst class is: 192.